From a dataset of Full USPTO retrosynthesis dataset with 1.9M reactions from patents (1976-2016). Predict the reactants needed to synthesize the given product. Given the product [C:28]([O:27][C:25]([NH:24][C@@H:17]([C:18]1[CH:23]=[CH:22][CH:21]=[CH:20][CH:19]=1)[C:16]([N:12]1[CH2:13][CH2:14][CH2:15][C@H:11]1[C:9]([OH:10])=[O:8])=[O:32])=[O:26])([CH3:31])([CH3:29])[CH3:30], predict the reactants needed to synthesize it. The reactants are: C([O:8][C:9]([C@@H:11]1[CH2:15][CH2:14][CH2:13][N:12]1[C:16](=[O:32])[C@@H:17]([NH:24][C:25]([O:27][C:28]([CH3:31])([CH3:30])[CH3:29])=[O:26])[C:18]1[CH:23]=[CH:22][CH:21]=[CH:20][CH:19]=1)=[O:10])C1C=CC=CC=1.C(OC(N[C@H](C1C=CC=CC=1)C(N1CCC[C@H]1C(O)=O)=O)=O)(C)(C)C.